This data is from Catalyst prediction with 721,799 reactions and 888 catalyst types from USPTO. The task is: Predict which catalyst facilitates the given reaction. (1) Reactant: [Li][CH2:2][CH2:3][CH2:4][CH3:5].O=CCC[CH:10]1[CH2:15][CH2:14][CH2:13][N:12]([C:16]([O:18][C:19]([CH3:22])([CH3:21])[CH3:20])=[O:17])[CH2:11]1. Product: [CH2:2]([CH:14]1[CH2:15][CH2:10][CH2:11][N:12]([C:16]([O:18][C:19]([CH3:22])([CH3:21])[CH3:20])=[O:17])[CH2:13]1)[CH2:3][CH:4]=[CH2:5]. The catalyst class is: 307. (2) Reactant: [CH:1]([C:3]1[N:8]=[CH:7][C:6]([C:9]2[CH:10]=[C:11]([CH:26]=[CH:27][CH:28]=2)[CH2:12][N:13]([CH3:25])[C:14](=[O:24])[CH2:15][NH:16]C(=O)OC(C)(C)C)=[CH:5][CH:4]=1)=O.[NH:29]1[CH2:33][CH2:32][CH2:31][C@@H:30]1[CH2:34][OH:35].C(O[BH-](OC(=O)C)OC(=O)C)(=O)C.[Na+].[Cl:50]C(Cl)C. Product: [ClH:50].[ClH:50].[ClH:50].[OH:35][CH2:34][C@@H:30]1[CH2:31][CH2:32][CH2:33][N:29]1[CH2:1][C:3]1[N:8]=[CH:7][C:6]([C:9]2[CH:10]=[C:11]([CH:26]=[CH:27][CH:28]=2)[CH2:12][N:13]([CH3:25])[C:14](=[O:24])[CH2:15][NH2:16])=[CH:5][CH:4]=1. The catalyst class is: 15. (3) Reactant: [C:1]([O:5][C:6]([N:8]1[CH2:33][CH2:32][C:12]2=[C:13]([N:28]3[CH2:31][CH2:30][CH2:29]3)[N:14]3[C:18]([N:19]=[C:11]2[CH2:10][CH2:9]1)=[C:17]([C:20]#[C:21][C:22]1[CH:27]=[CH:26][CH:25]=[CH:24][N:23]=1)[CH:16]=[N:15]3)=[O:7])([CH3:4])([CH3:3])[CH3:2]. Product: [C:1]([O:5][C:6]([N:8]1[CH2:33][CH2:32][C:12]2=[C:13]([N:28]3[CH2:31][CH2:30][CH2:29]3)[N:14]3[C:18]([N:19]=[C:11]2[CH2:10][CH2:9]1)=[C:17]([CH2:20][CH2:21][C:22]1[CH:27]=[CH:26][CH:25]=[CH:24][N:23]=1)[CH:16]=[N:15]3)=[O:7])([CH3:4])([CH3:2])[CH3:3]. The catalyst class is: 421.